Dataset: Catalyst prediction with 721,799 reactions and 888 catalyst types from USPTO. Task: Predict which catalyst facilitates the given reaction. (1) Reactant: [Br:1][C:2]1[CH:3]=[C:4]([C:8]([O:10]C2C(F)=C(F)C(F)=C(F)C=2F)=O)[NH:5][C:6]=1[CH3:7].Cl.[NH2:23][CH:24]1[CH2:29][CH2:28][N:27]([C:30]2[CH:31]=[C:32]([CH:37]=[C:38]([Cl:40])[N:39]=2)[C:33]([O:35][CH3:36])=[O:34])[CH2:26][CH2:25]1. The catalyst class is: 44. Product: [Br:1][C:2]1[CH:3]=[C:4]([C:8]([NH:23][CH:24]2[CH2:25][CH2:26][N:27]([C:30]3[CH:31]=[C:32]([CH:37]=[C:38]([Cl:40])[N:39]=3)[C:33]([O:35][CH3:36])=[O:34])[CH2:28][CH2:29]2)=[O:10])[NH:5][C:6]=1[CH3:7]. (2) Reactant: [CH3:1][C:2]1[CH:10]=[CH:9][CH:8]=[C:7]2[C:3]=1[C:4]([CH2:11][C:12]#[N:13])=[CH:5][NH:6]2.[H-].[Na+].[CH3:16]I. Product: [CH3:16][N:6]1[C:7]2[C:3](=[C:2]([CH3:1])[CH:10]=[CH:9][CH:8]=2)[C:4]([CH2:11][C:12]#[N:13])=[CH:5]1. The catalyst class is: 1. (3) Reactant: FC(F)(F)S([O-])(=O)=O.[Br:9][C:10]1[CH:11]=[C:12]2[C:16](=[CH:17][CH:18]=1)[CH2:15][NH+:14]=[C:13]2OC.C(N(CC)CC)C.[NH2:28][NH2:29]. Product: [Br:9][C:10]1[CH:11]=[C:12]2[C:16]([CH2:15][N:14]=[C:13]2[NH:28][NH2:29])=[CH:17][CH:18]=1. The catalyst class is: 1.